Dataset: Full USPTO retrosynthesis dataset with 1.9M reactions from patents (1976-2016). Task: Predict the reactants needed to synthesize the given product. (1) Given the product [I:1][C:2]1[CH:3]=[C:4]2[C:8](=[CH:9][CH:10]=1)[NH:7][C:6](=[O:11])[C:5]2=[N:31][NH:30][C:28](=[O:29])[CH2:27][C:24]1[N:22]2[N:23]=[C:19]([C:13]3[CH:14]=[CH:15][CH:16]=[CH:17][CH:18]=3)[N:20]=[C:21]2[S:26][CH:25]=1, predict the reactants needed to synthesize it. The reactants are: [I:1][C:2]1[CH:3]=[C:4]2[C:8](=[CH:9][CH:10]=1)[NH:7][C:6](=[O:11])[C:5]2=O.[C:13]1([C:19]2[N:20]=[C:21]3[S:26][CH:25]=[C:24]([CH2:27][C:28]([NH:30][NH2:31])=[O:29])[N:22]3[N:23]=2)[CH:18]=[CH:17][CH:16]=[CH:15][CH:14]=1. (2) Given the product [CH3:1][O:2][C:3]1[CH:4]=[C:5]([CH:13]=[CH:14][CH:15]=1)[CH2:6][CH:7]1[NH:8][CH2:9][CH2:10][N:11]([S:31]([C:27]2[S:26][CH:30]=[CH:29][CH:28]=2)(=[O:33])=[O:32])[CH2:12]1, predict the reactants needed to synthesize it. The reactants are: [CH3:1][O:2][C:3]1[CH:4]=[C:5]([CH:13]=[CH:14][CH:15]=1)[CH2:6][CH:7]1[CH2:12][NH:11][CH2:10][CH2:9][NH:8]1.C(Cl)Cl.C(N(CC)CC)C.[S:26]1[CH:30]=[CH:29][CH:28]=[C:27]1[S:31](Cl)(=[O:33])=[O:32]. (3) Given the product [CH2:1]([O:3][C:4]([C:6]1[O:7][C:8]([C:11](=[O:13])[CH3:12])=[CH:9][CH:10]=1)=[O:5])[CH3:2], predict the reactants needed to synthesize it. The reactants are: [CH2:1]([O:3][C:4]([C:6]1[O:7][CH:8]=[CH:9][CH:10]=1)=[O:5])[CH3:2].[C:11](OC(=O)C)(=[O:13])[CH3:12].B(F)(F)F.C1COCC1. (4) The reactants are: C[O:2][C:3](=[O:26])[C:4]1[CH:9]=[CH:8][CH:7]=[C:6]([C:10]2[CH:11]=[N:12][C:13]([NH2:25])=[C:14]([C:16]3[S:17][C:18]4[CH:24]=[CH:23][CH:22]=[CH:21][C:19]=4[N:20]=3)[CH:15]=2)[CH:5]=1.C([O-])([O-])=O.[K+].[K+]. Given the product [NH2:25][C:13]1[N:12]=[CH:11][C:10]([C:6]2[CH:5]=[C:4]([CH:9]=[CH:8][CH:7]=2)[C:3]([OH:26])=[O:2])=[CH:15][C:14]=1[C:16]1[S:17][C:18]2[CH:24]=[CH:23][CH:22]=[CH:21][C:19]=2[N:20]=1, predict the reactants needed to synthesize it. (5) The reactants are: [C:1](Cl)(Cl)=[S:2].[NH2:5][C:6]1[C:7]([OH:21])=[N:8][C:9]([CH2:13][C:14]2[CH:19]=[CH:18][C:17]([Cl:20])=[CH:16][CH:15]=2)=[N:10][C:11]=1[OH:12].C(=O)([O-])[O-].[K+].[K+].O. Given the product [Cl:20][C:17]1[CH:18]=[CH:19][C:14]([CH2:13][C:9]2[N:8]=[C:7]([OH:21])[C:6]3[N:5]=[C:1]([SH:2])[O:12][C:11]=3[N:10]=2)=[CH:15][CH:16]=1, predict the reactants needed to synthesize it. (6) Given the product [N:29]1[CH:25]=[CH:33][CH:32]=[CH:31][C:30]=1[CH2:26][N:12]1[C:13]2[C:18](=[CH:17][CH:16]=[CH:15][CH:14]=2)[C:10]2([C:7]3[CH:8]=[CH:9][C:4]([O:3][C:2]([F:1])([F:22])[F:23])=[CH:5][C:6]=3[O:21][CH2:20]2)[C:11]1=[O:19], predict the reactants needed to synthesize it. The reactants are: [F:1][C:2]([F:23])([F:22])[O:3][C:4]1[CH:9]=[CH:8][C:7]2[C:10]3([CH2:20][O:21][C:6]=2[CH:5]=1)[C:18]1[C:13](=[CH:14][CH:15]=[CH:16][CH:17]=1)[NH:12][C:11]3=[O:19].Br[C:25]1[CH:33]=[CH:32][CH:31]=[C:30]2[C:26]=1C1(C3=CC4OCOC=4C=C3OC1)C(=O)[NH:29]2.Br.BrCC1C=CC=CN=1.BrCC1(C(F)(F)F)CC=CO1.